This data is from NCI-60 drug combinations with 297,098 pairs across 59 cell lines. The task is: Regression. Given two drug SMILES strings and cell line genomic features, predict the synergy score measuring deviation from expected non-interaction effect. (1) Drug 1: C1=NC2=C(N=C(N=C2N1C3C(C(C(O3)CO)O)F)Cl)N. Drug 2: CC(C)CN1C=NC2=C1C3=CC=CC=C3N=C2N. Cell line: K-562. Synergy scores: CSS=28.6, Synergy_ZIP=0.0157, Synergy_Bliss=4.36, Synergy_Loewe=3.88, Synergy_HSA=3.01. (2) Drug 1: C1=CC(=CC=C1CCC2=CNC3=C2C(=O)NC(=N3)N)C(=O)NC(CCC(=O)O)C(=O)O. Drug 2: CC=C1C(=O)NC(C(=O)OC2CC(=O)NC(C(=O)NC(CSSCCC=C2)C(=O)N1)C(C)C)C(C)C. Cell line: NCIH23. Synergy scores: CSS=48.5, Synergy_ZIP=-3.49, Synergy_Bliss=-4.63, Synergy_Loewe=-47.7, Synergy_HSA=-3.53. (3) Drug 1: C1CN(P(=O)(OC1)NCCCl)CCCl. Drug 2: CC1C(C(CC(O1)OC2CC(CC3=C2C(=C4C(=C3O)C(=O)C5=C(C4=O)C(=CC=C5)OC)O)(C(=O)CO)O)N)O.Cl. Cell line: SNB-75. Synergy scores: CSS=47.0, Synergy_ZIP=-3.61, Synergy_Bliss=-3.23, Synergy_Loewe=-18.1, Synergy_HSA=0.0769.